This data is from Full USPTO retrosynthesis dataset with 1.9M reactions from patents (1976-2016). The task is: Predict the reactants needed to synthesize the given product. (1) Given the product [CH2:20]([N:24]([CH2:25][CH2:26][CH2:27][CH3:28])[C:16](=[O:18])[CH2:15][N:7]1[C:8]2[C:13](=[CH:12][N:11]=[CH:10][CH:9]=2)[CH:14]=[C:5]([C:1]([CH3:2])([CH3:3])[CH3:4])[C:6]1=[O:19])[CH2:21][CH2:22][CH3:23], predict the reactants needed to synthesize it. The reactants are: [C:1]([C:5]1[C:6](=[O:19])[N:7]([CH2:15][C:16]([OH:18])=O)[C:8]2[C:13]([CH:14]=1)=[CH:12][N:11]=[CH:10][CH:9]=2)([CH3:4])([CH3:3])[CH3:2].[CH2:20]([NH:24][CH2:25][CH2:26][CH2:27][CH3:28])[CH2:21][CH2:22][CH3:23]. (2) Given the product [N:8]1([C:6]([O:5][C:1]([CH3:4])([CH3:2])[CH3:3])=[O:7])[CH2:9][CH:10]([C:12]([O:14][CH3:15])=[O:13])[CH2:11]1, predict the reactants needed to synthesize it. The reactants are: [C:1]([O:5][C:6]([N:8]1[CH2:11][CH:10]([C:12]([OH:14])=[O:13])[CH2:9]1)=[O:7])([CH3:4])([CH3:3])[CH3:2].[CH2:15](Cl)Cl.C[Si](C=[N+]=[N-])(C)C.CCOCC. (3) Given the product [Br:1][C:2]1[CH:7]=[CH:6][CH:5]=[CH:4][C:3]=1[CH2:8][C:13]([CH:16]1[CH2:17][CH2:18][N:19]([C:22]([O:24][C:25]([CH3:26])([CH3:28])[CH3:27])=[O:23])[CH2:20][CH2:21]1)([OH:15])[CH3:14], predict the reactants needed to synthesize it. The reactants are: [Br:1][C:2]1[CH:7]=[CH:6][CH:5]=[CH:4][C:3]=1[CH2:8]Br.[Mg].II.[C:13]([CH:16]1[CH2:21][CH2:20][N:19]([C:22]([O:24][C:25]([CH3:28])([CH3:27])[CH3:26])=[O:23])[CH2:18][CH2:17]1)(=[O:15])[CH3:14]. (4) Given the product [F:8][C:9]1[CH:14]=[C:13]([F:15])[CH:12]=[CH:11][C:10]=1[N:1]1[CH2:6][CH2:5][NH:4][CH2:3][C:2]1=[O:7], predict the reactants needed to synthesize it. The reactants are: [NH:1]1[CH2:6][CH2:5][NH:4][CH2:3][C:2]1=[O:7].[F:8][C:9]1[CH:14]=[C:13]([F:15])[CH:12]=[CH:11][C:10]=1I.CN(C)CCN(C)C.P([O-])([O-])([O-])=O.[K+].[K+].[K+]. (5) Given the product [C:38]12([CH2:48][S:49]([OH:52])(=[O:50])=[O:51])[C:45]([CH3:47])([CH3:46])[CH:42]([CH2:43][CH2:44]1)[CH2:41][C:39]2=[O:40].[N:31]1[C:23]([C:22]2[C:17]([NH:16][C:13]3[C:14]4[CH:15]=[N:7][NH:8][C:9]=4[CH:10]=[CH:11][CH:12]=3)=[N:18][CH:19]=[CH:20][CH:21]=2)=[C:24]2[C:28]([NH:27][CH:26]=[N:25]2)=[N:29][CH:30]=1, predict the reactants needed to synthesize it. The reactants are: O1CCCCC1[N:7]1[CH:15]=[C:14]2[C:9]([CH:10]=[CH:11][CH:12]=[C:13]2[NH:16][C:17]2[C:22]([C:23]3[N:31]=[CH:30][N:29]=[C:28]4[C:24]=3[N:25]=[CH:26][N:27]4C3CCCCO3)=[CH:21][CH:20]=[CH:19][N:18]=2)=[N:8]1.[C:38]12([CH2:48][S:49]([OH:52])(=[O:51])=[O:50])[C:45]([CH3:47])([CH3:46])[CH:42]([CH2:43][CH2:44]1)[CH2:41][C:39]2=[O:40].N#N. (6) The reactants are: CN(CCN(C)C)C.CCCCCC.[CH:15]([N:18]1[CH:22]=[CH:21][N:20]=[CH:19]1)([CH3:17])[CH3:16].[I:23]I. Given the product [I:23][C:22]1[N:18]([CH:15]([CH3:17])[CH3:16])[CH:19]=[N:20][CH:21]=1, predict the reactants needed to synthesize it. (7) Given the product [F:1][C:2]1[CH:3]=[C:4]2[C:8](=[CH:9][CH:10]=1)[N:7]([C:11]([C:13]1[CH:14]=[C:15]([N:20]3[CH2:25][CH2:24][CH:23]([N:26]4[C:34]5[C:29](=[N:30][CH:31]=[CH:32][CH:33]=5)[NH:28][C:27]4=[O:35])[CH2:22][CH2:21]3)[N:16]([CH3:36])[C:17](=[O:19])[CH:18]=1)=[O:12])[CH2:6][CH2:5]2, predict the reactants needed to synthesize it. The reactants are: [F:1][C:2]1[CH:3]=[C:4]2[C:8](=[CH:9][CH:10]=1)[N:7]([C:11]([C:13]1[CH:14]=[C:15]([N:20]3[CH2:25][CH2:24][CH:23]([N:26]4[C:34]5[C:29](=[N:30][CH:31]=[CH:32][CH:33]=5)[NH:28][C:27]4=[O:35])[CH2:22][CH2:21]3)[NH:16][C:17](=[O:19])[CH:18]=1)=[O:12])[CH2:6][CH2:5]2.[C:36](=O)([O-])[O-].[Cs+].[Cs+].CI. (8) Given the product [C:18]([O:17][C:15](=[O:16])[NH:14][C@@H:10]([C@H:9]([O:8][CH2:1][C:2]1[CH:3]=[CH:4][CH:5]=[CH:6][CH:7]=1)[CH3:22])[C:11](=[O:13])[N:26]1[CH2:27][CH2:29][CH2:31][CH2:30]1)([CH3:21])([CH3:20])[CH3:19], predict the reactants needed to synthesize it. The reactants are: [CH2:1]([O:8][C@H:9]([CH3:22])[C@H:10]([NH:14][C:15]([O:17][C:18]([CH3:21])([CH3:20])[CH3:19])=[O:16])[C:11]([OH:13])=O)[C:2]1[CH:7]=[CH:6][CH:5]=[CH:4][CH:3]=1.C([N:26]([CH2:30][CH3:31])[CH:27]([CH3:29])C)(C)C.N1CCCC1.CCN=C=NCCCN(C)C.C1C=CC2N(O)N=NC=2C=1.